From a dataset of Reaction yield outcomes from USPTO patents with 853,638 reactions. Predict the reaction yield, written as a fraction of the theoretical maximum amount of product (1.0 means a 100% yield; for example, 0.34 means a 34% yield). (1) The reactants are [CH3:1][O:2][C:3]1[CH:8]=[CH:7][C:6]([N:9]2[CH2:14][CH2:13][N:12]([C:15]3[C:16]([CH3:29])=[C:17]([CH3:28])[C:18]4[O:22][C:21]([CH2:24][NH2:25])([CH3:23])[CH2:20][C:19]=4[C:26]=3[CH3:27])[CH2:11][CH2:10]2)=[CH:5][CH:4]=1.[C:30](Cl)(=[O:34])[CH2:31][CH2:32][CH3:33]. No catalyst specified. The product is [CH3:1][O:2][C:3]1[CH:4]=[CH:5][C:6]([N:9]2[CH2:10][CH2:11][N:12]([C:15]3[C:16]([CH3:29])=[C:17]([CH3:28])[C:18]4[O:22][C:21]([CH2:24][NH:25][C:30](=[O:34])[CH2:31][CH2:32][CH3:33])([CH3:23])[CH2:20][C:19]=4[C:26]=3[CH3:27])[CH2:13][CH2:14]2)=[CH:7][CH:8]=1. The yield is 0.680. (2) The reactants are [NH2:1][C@@H:2]([C:4](O)=[O:5])[CH3:3].[H-].[H-].[H-].[H-].[Li+].[Al+3].C1COCC1.[CH3:30][C:29]([O:28][C:26](O[C:26]([O:28][C:29]([CH3:32])([CH3:31])[CH3:30])=[O:27])=[O:27])([CH3:32])[CH3:31]. The catalyst is C(Cl)Cl. The product is [C:26]([C@@H:4]([OH:5])[CH:2]([NH2:1])[CH3:3])([O:28][C:29]([CH3:30])([CH3:31])[CH3:32])=[O:27]. The yield is 0.630. (3) The reactants are [S:1]1[C:5]([C:6]2[C:7]3[CH:14]=[CH:13][N:12]([CH2:15][O:16][CH2:17][CH2:18][Si:19]([CH3:22])([CH3:21])[CH3:20])[C:8]=3[N:9]=[CH:10][N:11]=2)=[CH:4][N:3]=[CH:2]1.C([Li])CCC.CON(C)[C:31](=[O:43])[CH2:32][O:33][CH2:34][C:35]1[CH:40]=[CH:39][C:38]([O:41][CH3:42])=[CH:37][CH:36]=1. The catalyst is C1COCC1.CCCCCC. The product is [CH3:42][O:41][C:38]1[CH:39]=[CH:40][C:35]([CH2:34][O:33][CH2:32][C:31]([C:2]2[S:1][C:5]([C:6]3[C:7]4[CH:14]=[CH:13][N:12]([CH2:15][O:16][CH2:17][CH2:18][Si:19]([CH3:22])([CH3:21])[CH3:20])[C:8]=4[N:9]=[CH:10][N:11]=3)=[CH:4][N:3]=2)=[O:43])=[CH:36][CH:37]=1. The yield is 0.660. (4) The catalyst is [OH-].[Na+]. The product is [Cl:6][C:7]1[C:8]([CH3:19])=[C:9]2[C:10]([C:15](=[O:2])[C:14](=[O:20])[NH:13]2)=[CH:11][CH:12]=1. The yield is 0.620. The reactants are S(=O)(=O)(O)[OH:2].[Cl:6][C:7]1[C:8]([CH3:19])=[C:9]([N:13]=[C:14](Cl)[CH:15]=NO)[CH:10]=[CH:11][CH:12]=1.[OH2:20]. (5) The reactants are [H-].[Na+].[N+:3]([C:6]1[C:7]([C:12]2[CH:13]=[C:14]([OH:18])[CH:15]=[CH:16][CH:17]=2)=[N:8][CH:9]=[CH:10][CH:11]=1)([O-:5])=[O:4].Br[CH2:20][CH2:21][F:22].O. The catalyst is CN(C=O)C. The product is [F:22][CH2:21][CH2:20][O:18][C:14]1[CH:13]=[C:12]([C:7]2[C:6]([N+:3]([O-:5])=[O:4])=[CH:11][CH:10]=[CH:9][N:8]=2)[CH:17]=[CH:16][CH:15]=1. The yield is 0.453.